This data is from Full USPTO retrosynthesis dataset with 1.9M reactions from patents (1976-2016). The task is: Predict the reactants needed to synthesize the given product. (1) Given the product [C:21]([CH2:22][CH2:23][CH2:24][C:25]#[C:26][C:6]1[CH:7]=[CH:8][C:3]([C:1]#[N:2])=[CH:4][C:5]=1[O:19][CH3:20])#[N:27], predict the reactants needed to synthesize it. The reactants are: [C:1]([C:3]1[CH:8]=[CH:7][C:6](OS(C2C=CC=CC=2)(=O)=O)=[C:5]([O:19][CH3:20])[CH:4]=1)#[N:2].[C:21](#[N:27])[CH2:22][CH2:23][CH2:24][C:25]#[CH:26]. (2) The reactants are: [Br:1][C:2]1[CH:11]=[C:10]2[C:5]([C:6](Cl)=[N:7][C:8]([Cl:12])=[N:9]2)=[CH:4][CH:3]=1.[NH:14]1[CH2:19][CH2:18][O:17][CH2:16][CH2:15]1. Given the product [Br:1][C:2]1[CH:11]=[C:10]2[C:5]([C:6]([N:14]3[CH2:19][CH2:18][O:17][CH2:16][CH2:15]3)=[N:7][C:8]([Cl:12])=[N:9]2)=[CH:4][CH:3]=1, predict the reactants needed to synthesize it.